Dataset: Full USPTO retrosynthesis dataset with 1.9M reactions from patents (1976-2016). Task: Predict the reactants needed to synthesize the given product. (1) Given the product [CH3:36][O:37][C:38](=[O:47])[CH2:39][C:40]1[CH:41]=[N:42][CH:43]=[C:44]([C:18]2[CH:17]=[CH:16][C:15]([C:12]([CH2:30][CH3:31])([C:9]3[CH:10]=[CH:11][C:6](/[CH:5]=[CH:4]/[C:3]([CH2:33][CH3:34])([OH:35])[CH2:1][CH3:2])=[C:7]([CH3:32])[CH:8]=3)[CH2:13][CH3:14])=[CH:20][CH:19]=2)[CH:45]=1, predict the reactants needed to synthesize it. The reactants are: [CH2:1]([C:3]([OH:35])([CH2:33][CH3:34])/[CH:4]=[CH:5]/[C:6]1[CH:11]=[CH:10][C:9]([C:12]([CH2:30][CH3:31])([C:15]2[CH:20]=[CH:19][C:18](B3OC(C)(C)C(C)(C)O3)=[CH:17][CH:16]=2)[CH2:13][CH3:14])=[CH:8][C:7]=1[CH3:32])[CH3:2].[CH3:36][O:37][C:38](=[O:47])[CH2:39][C:40]1[CH:41]=[N:42][CH:43]=[C:44](Br)[CH:45]=1.P([O-])([O-])([O-])=O.[K+].[K+].[K+]. (2) Given the product [C:33]([N:14]1[CH2:15][CH2:16][CH:11]([C:10]2[N:6]3[C:7]([C:2]([NH2:1])=[N:3][CH:4]=[N:5]3)=[C:8]([C:17]3[CH:18]=[C:19]([CH:30]=[CH:31][CH:32]=3)[C:20]([NH:22][CH2:23][C:24]3[CH:25]=[CH:26][CH:27]=[CH:28][CH:29]=3)=[O:21])[CH:9]=2)[CH2:12][CH2:13]1)(=[O:35])[CH3:34], predict the reactants needed to synthesize it. The reactants are: [NH2:1][C:2]1[C:7]2=[C:8]([C:17]3[CH:18]=[C:19]([CH:30]=[CH:31][CH:32]=3)[C:20]([NH:22][CH2:23][C:24]3[CH:29]=[CH:28][CH:27]=[CH:26][CH:25]=3)=[O:21])[CH:9]=[C:10]([CH:11]3[CH2:16][CH2:15][NH:14][CH2:13][CH2:12]3)[N:6]2[N:5]=[CH:4][N:3]=1.[C:33](Cl)(=[O:35])[CH3:34]. (3) Given the product [ClH:1].[NH2:37][CH:34]1[CH2:35][CH2:36][CH:31]([NH:30][C@@H:7]([C:8]([N:10]2[CH2:15][CH2:14][CH:13]([N:16]([CH:24]3[CH2:25][CH2:26][CH2:27][CH2:28][CH2:29]3)[C:17]([N:19]([CH2:20][CH3:21])[CH2:22][CH3:23])=[O:18])[CH2:12][CH2:11]2)=[O:9])[CH2:6][C:5]2[CH:4]=[CH:3][C:2]([Cl:1])=[CH:46][CH:45]=2)[CH2:32][CH2:33]1, predict the reactants needed to synthesize it. The reactants are: [Cl:1][C:2]1[CH:46]=[CH:45][C:5]([CH2:6][C@@H:7]([NH:30][CH:31]2[CH2:36][CH2:35][CH:34]([NH:37]C(=O)OC(C)(C)C)[CH2:33][CH2:32]2)[C:8]([N:10]2[CH2:15][CH2:14][CH:13]([N:16]([CH:24]3[CH2:29][CH2:28][CH2:27][CH2:26][CH2:25]3)[C:17]([N:19]([CH2:22][CH3:23])[CH2:20][CH3:21])=[O:18])[CH2:12][CH2:11]2)=[O:9])=[CH:4][CH:3]=1.Cl. (4) Given the product [Cl:26][C:20]1[CH:21]=[CH:22][CH:23]=[C:24]([Cl:25])[C:19]=1[C:18]([NH:17][C@H:16]([C:28]([OH:30])=[O:29])[CH2:15][C:12]1[N:13]=[CH:14][C:9]([C:6]2[CH2:5][CH2:4][N:3]([S:36]([CH3:35])(=[O:38])=[O:37])[CH2:8][CH:7]=2)=[CH:10][CH:11]=1)=[O:27], predict the reactants needed to synthesize it. The reactants are: Cl.Cl.[NH:3]1[CH2:8][CH:7]=[C:6]([C:9]2[CH:10]=[CH:11][C:12]([CH2:15][C@@H:16]([C:28]([O:30]C)=[O:29])[NH:17][C:18](=[O:27])[C:19]3[C:24]([Cl:25])=[CH:23][CH:22]=[CH:21][C:20]=3[Cl:26])=[N:13][CH:14]=2)[CH2:5][CH2:4]1.C(Cl)Cl.[CH3:35][S:36](Cl)(=[O:38])=[O:37]. (5) Given the product [CH3:1][O:2][C:3]([C@H:5]1[CH2:9][C@H:8]([OH:10])[C@@H:7]([NH2:11])[CH2:6]1)=[O:4], predict the reactants needed to synthesize it. The reactants are: [CH3:1][O:2][C:3]([C@H:5]1[CH2:9][C@H:8]([OH:10])[C@@H:7]([N:11]=[N+]=[N-])[CH2:6]1)=[O:4]. (6) Given the product [CH3:6][O:7][C:8]1[CH:17]=[C:16]2[C:11]([CH:12]=[CH:13][C:14](=[O:32])[N:15]2[CH2:18][CH2:19][CH2:20][C:21]2([C:27]([O:29][CH2:30][CH3:31])=[O:28])[CH2:26][CH2:25][N:24]([CH2:47][CH2:46][S:45][C:39]3[CH:44]=[CH:43][CH:42]=[CH:41][CH:40]=3)[CH2:23][CH2:22]2)=[CH:10][CH:9]=1, predict the reactants needed to synthesize it. The reactants are: CN(C)C=O.[CH3:6][O:7][C:8]1[CH:17]=[C:16]2[C:11]([CH:12]=[CH:13][C:14](=[O:32])[N:15]2[CH2:18][CH2:19][CH2:20][C:21]2([C:27]([O:29][CH2:30][CH3:31])=[O:28])[CH2:26][CH2:25][NH:24][CH2:23][CH2:22]2)=[CH:10][CH:9]=1.C(=O)([O-])[O-].[K+].[K+].[C:39]1([S:45][CH2:46][CH2:47]Br)[CH:44]=[CH:43][CH:42]=[CH:41][CH:40]=1. (7) Given the product [Br:1][C:2]1[CH:3]=[CH:4][C:5](=[O:11])[N:6]([CH2:8][CH2:9][N:20]2[C:21]3[C:16](=[CH:15][C:14]([O:13][CH3:12])=[C:23]([O:24][CH3:25])[CH:22]=3)[C:17](=[O:26])[CH:18]=[CH:19]2)[CH:7]=1, predict the reactants needed to synthesize it. The reactants are: [Br:1][C:2]1[CH:3]=[CH:4][C:5](=[O:11])[N:6]([CH2:8][CH2:9]Br)[CH:7]=1.[CH3:12][O:13][C:14]1[CH:15]=[C:16]2[C:21](=[CH:22][C:23]=1[O:24][CH3:25])[N:20]=[CH:19][CH:18]=[C:17]2[OH:26].C(=O)([O-])[O-].[Cs+].[Cs+]. (8) Given the product [NH2:21][C:14]1[CH:15]=[C:16]([O:19][CH3:20])[CH:17]=[CH:18][C:13]=1[CH:2]([OH:1])[CH:3]([C:9]([CH3:12])([CH3:11])[CH3:10])[C:4]([O:6][CH2:7][CH3:8])=[O:5], predict the reactants needed to synthesize it. The reactants are: [OH:1][CH:2]([C:13]1[CH:18]=[CH:17][C:16]([O:19][CH3:20])=[CH:15][C:14]=1[N+:21]([O-])=O)[CH:3]([C:9]([CH3:12])([CH3:11])[CH3:10])[C:4]([O:6][CH2:7][CH3:8])=[O:5].[H][H]. (9) Given the product [N:1]([C@H:4]1[CH2:5][N:6]([CH2:10][C:11]2[CH:12]=[CH:13][CH:14]=[CH:15][CH:16]=2)[CH2:7][C@@H:8]1[NH:9][C:22](=[O:23])[CH2:21][CH2:20][C:19]([F:26])([F:25])[CH2:18][Br:17])=[N+:2]=[N-:3], predict the reactants needed to synthesize it. The reactants are: [N:1]([C@@H:4]1[C@@H:8]([NH2:9])[CH2:7][N:6]([CH2:10][C:11]2[CH:16]=[CH:15][CH:14]=[CH:13][CH:12]=2)[CH2:5]1)=[N+:2]=[N-:3].[Br:17][CH2:18][C:19]([F:26])([F:25])[CH2:20][CH2:21][C:22](O)=[O:23].C(N(CC)CC)C.